From a dataset of Catalyst prediction with 721,799 reactions and 888 catalyst types from USPTO. Predict which catalyst facilitates the given reaction. (1) Reactant: [C:1]([C:4]1[CH:5]=[C:6]2[C:10](=[CH:11][CH:12]=1)[NH:9][C:8]([CH3:13])=[C:7]2[C:14](=[O:23])[C:15]1[CH:20]=[CH:19][C:18]([Cl:21])=[CH:17][C:16]=1[Cl:22])(O)=[O:2].[CH2:24]([S:28]([NH2:31])(=[O:30])=[O:29])[CH2:25][CH2:26][CH3:27].C1(C2CCCCCCCCCC=2)CCCCCCCCNN=1. Product: [CH2:24]([S:28]([NH:31][C:1]([C:4]1[CH:5]=[C:6]2[C:10](=[CH:11][CH:12]=1)[NH:9][C:8]([CH3:13])=[C:7]2[C:14](=[O:23])[C:15]1[CH:20]=[CH:19][C:18]([Cl:21])=[CH:17][C:16]=1[Cl:22])=[O:2])(=[O:30])=[O:29])[CH2:25][CH2:26][CH3:27]. The catalyst class is: 9. (2) Reactant: C([O:3][C:4](=[O:15])[CH:5]([S:7]([C:10]1[S:11][CH:12]=[CH:13][CH:14]=1)(=[O:9])=[O:8])[CH3:6])C.SC1SC=CC=1.C(OC(=O)C(Br)C)C.ClC[C:32]1[CH:46]=[CH:45][C:35]([O:36][CH2:37][CH2:38][N:39]2[CH2:44][CH2:43][CH2:42][CH2:41][CH2:40]2)=[CH:34][CH:33]=1. Product: [N:39]1([CH2:38][CH2:37][O:36][C:35]2[CH:34]=[CH:33][C:32]([C:5]([S:7]([C:10]3[S:11][CH:12]=[CH:13][CH:14]=3)(=[O:8])=[O:9])([CH3:6])[C:4]([OH:3])=[O:15])=[CH:46][CH:45]=2)[CH2:44][CH2:43][CH2:42][CH2:41][CH2:40]1. The catalyst class is: 494. (3) Reactant: [F:1][C:2]([F:29])([F:28])[C:3]1[CH:4]=[CH:5][C:6]2[C:10]([N:11]3[CH2:16][CH2:15][N:14]([CH2:17][C@@H:18]4[CH2:20][C@H:19]4[CH2:21]OS(C)(=O)=O)[CH2:13][CH2:12]3)=[CH:9][S:8][C:7]=2[CH:27]=1.[N-:30]=[N+:31]=[N-:32].[Na+]. Product: [N:30]([CH2:21][C@@H:19]1[CH2:20][C@H:18]1[CH2:17][N:14]1[CH2:13][CH2:12][N:11]([C:10]2[C:6]3[CH:5]=[CH:4][C:3]([C:2]([F:28])([F:29])[F:1])=[CH:27][C:7]=3[S:8][CH:9]=2)[CH2:16][CH2:15]1)=[N+:31]=[N-:32]. The catalyst class is: 23. (4) Reactant: [C:1]1([C:7]2([OH:40])[CH2:12][CH2:11][N:10]([CH2:13][CH2:14][O:15][C:16]3[CH:21]=[CH:20][C:19]([O:22][C:23]4[N:27](COCC[Si](C)(C)C)[C:26]5[CH:36]=[CH:37][CH:38]=[CH:39][C:25]=5[N:24]=4)=[CH:18][CH:17]=3)[CH2:9][CH2:8]2)[CH:6]=[CH:5][CH:4]=[CH:3][CH:2]=1.ClC1N(COCC[Si](C)(C)C)C2C=CC=CC=2N=1.OC1C=CC(OCCN2CCC(C3C=CC=CC=3)(O)CC2)=CC=1.C([O-])([O-])=O.[Cs+].[Cs+]. Product: [NH:24]1[C:25]2[CH:39]=[CH:38][CH:37]=[CH:36][C:26]=2[N:27]=[C:23]1[O:22][C:19]1[CH:18]=[CH:17][C:16]([O:15][CH2:14][CH2:13][N:10]2[CH2:9][CH2:8][C:7]([C:1]3[CH:2]=[CH:3][CH:4]=[CH:5][CH:6]=3)([OH:40])[CH2:12][CH2:11]2)=[CH:21][CH:20]=1. The catalyst class is: 3. (5) Reactant: [CH2:1]([O:8][C@H:9]1[C@H:14]([O:15][CH2:16]C2C=CC=CC=2)[C@@H:13]([O:23][CH2:24]C2C=CC=CC=2)[C@@:12]([C:33]2[CH:38]=[CH:37][C:36]([Cl:39])=[C:35]([CH2:40][C:41]3[CH:42]=[CH:43][C:44]4[O:48][CH2:47][CH2:46][C:45]=4[CH:49]=3)[CH:34]=2)([O:31][CH3:32])[O:11][C:10]1([CH2:52][OH:53])CO)[C:2]1[CH:7]=[CH:6][CH:5]=[CH:4][CH:3]=1.F[C:55](F)(F)[C:56](O)=O. Product: [CH2:1]([O:8][C@H:9]1[C@H:14]([O:15][CH2:16][C:2]2[CH:7]=[CH:6][CH:5]=[CH:4][CH:3]=2)[C@@H:13]([O:23][CH2:24][C:56]2[CH:55]=[CH:52][CH:10]=[CH:9][CH:14]=2)[C@:12]2([C:33]3[CH:38]=[CH:37][C:36]([Cl:39])=[C:35]([CH2:40][C:41]4[CH:42]=[CH:43][C:44]5[O:48][CH2:47][CH2:46][C:45]=5[CH:49]=4)[CH:34]=3)[O:11][C@@:10]1([CH2:52][OH:53])[CH2:32][O:31]2)[C:2]1[CH:7]=[CH:6][CH:5]=[CH:4][CH:3]=1. The catalyst class is: 4. (6) Reactant: [O-]CC.[Na+].[Na].[C:6]([O:12][CH2:13][CH3:14])(=[O:11])[CH2:7][C:8]([CH3:10])=[O:9].[CH2:15]([O:22][C:23]1[CH:28]=[CH:27][C:26]([C:29](=[O:33])[CH:30](Br)C)=[CH:25][CH:24]=1)[C:16]1[CH:21]=[CH:20][CH:19]=[CH:18][CH:17]=1. Product: [CH2:13]([O:12][C:6](=[O:11])[CH:7]([CH2:30][C:29]([C:26]1[CH:27]=[CH:28][C:23]([O:22][CH2:15][C:16]2[CH:21]=[CH:20][CH:19]=[CH:18][CH:17]=2)=[CH:24][CH:25]=1)=[O:33])[C:8](=[O:9])[CH3:10])[CH3:14]. The catalyst class is: 548. (7) Reactant: [O:1]=[O+][O-].C([C:6](=P(C1C=CC=CC=1)(C1C=CC=CC=1)C1C=CC=CC=1)[C:7]([C@@H:9]([NH:14][C:15](=[O:38])[O:16][C@H:17]([CH2:22][C:23]1[O:24][C:25]([C:28]2[CH:33]=[CH:32][C:31]([C:34]([F:37])([F:36])[F:35])=[CH:30][CH:29]=2)=[N:26][N:27]=1)[C:18]([CH3:21])([CH3:20])[CH3:19])[CH2:10][CH2:11][CH2:12][CH3:13])=[O:8])#N.[CH3:58][C@H:59]([NH2:66])[C:60]1[CH:65]=[CH:64][CH:63]=[CH:62][CH:61]=1. Product: [O:1]=[C:6]([NH:66][C@@H:59]([C:60]1[CH:65]=[CH:64][CH:63]=[CH:62][CH:61]=1)[CH3:58])[C:7]([C@@H:9]([NH:14][C:15](=[O:38])[O:16][C@H:17]([CH2:22][C:23]1[O:24][C:25]([C:28]2[CH:29]=[CH:30][C:31]([C:34]([F:36])([F:37])[F:35])=[CH:32][CH:33]=2)=[N:26][N:27]=1)[C:18]([CH3:20])([CH3:19])[CH3:21])[CH2:10][CH2:11][CH2:12][CH3:13])=[O:8]. The catalyst class is: 4.